Dataset: Reaction yield outcomes from USPTO patents with 853,638 reactions. Task: Predict the reaction yield, written as a fraction of the theoretical maximum amount of product (1.0 means a 100% yield; for example, 0.34 means a 34% yield). The reactants are [C:1]([O:5][C:6]([NH:8][CH2:9][C:10]([OH:12])=O)=[O:7])([CH3:4])([CH3:3])[CH3:2].Cl.[CH3:14][NH:15][O:16][CH3:17].CCN=C=NCCCN(C)C.C1C=CC2N(O)N=NC=2C=1.CN1CCOCC1. The catalyst is C(Cl)Cl. The product is [CH3:17][O:16][N:15]([CH3:14])[C:10](=[O:12])[CH2:9][NH:8][C:6](=[O:7])[O:5][C:1]([CH3:2])([CH3:3])[CH3:4]. The yield is 0.710.